From a dataset of Full USPTO retrosynthesis dataset with 1.9M reactions from patents (1976-2016). Predict the reactants needed to synthesize the given product. (1) Given the product [CH2:10]([O:30][C:28]([CH:27]1[CH:18]([CH3:17])[CH:19]([C:20]2[CH:25]=[CH:24][CH:23]=[CH:22][CH:21]=2)[C:3]2[C:4](=[CH:6][C:7]([Cl:9])=[CH:8][C:2]=2[Cl:1])[NH:5]1)=[O:29])[CH3:11], predict the reactants needed to synthesize it. The reactants are: [Cl:1][C:2]1[CH:3]=[C:4]([CH:6]=[C:7]([Cl:9])[CH:8]=1)[NH2:5].[CH2:10](C(=O)C([O-])=O)[CH3:11].[CH3:17][CH:18]=[CH:19][C:20]1[CH:25]=[CH:24][CH:23]=[CH:22][CH:21]=1.F[C:27](F)(F)[C:28]([OH:30])=[O:29]. (2) Given the product [CH2:1]([NH:8][C:9]([C:11]1[S:15][C:14]([N:16]2[CH2:20][CH2:19][N:18]([CH2:21][C:22]3[CH:23]=[C:24]([CH:30]=[CH:31][CH:32]=3)[C:25]([OH:27])=[O:26])[C:17]2=[O:33])=[N:13][C:12]=1[CH3:34])=[O:10])[C:2]1[CH:7]=[CH:6][CH:5]=[CH:4][CH:3]=1, predict the reactants needed to synthesize it. The reactants are: [CH2:1]([NH:8][C:9]([C:11]1[S:15][C:14]([N:16]2[CH2:20][CH2:19][N:18]([CH2:21][C:22]3[CH:23]=[C:24]([CH:30]=[CH:31][CH:32]=3)[C:25]([O:27]CC)=[O:26])[C:17]2=[O:33])=[N:13][C:12]=1[CH3:34])=[O:10])[C:2]1[CH:7]=[CH:6][CH:5]=[CH:4][CH:3]=1.O.[OH-].[Li+]. (3) Given the product [CH2:30]([N:29]([CH2:13][C@@H:11]1[C@@H:10]([CH2:15][C:16]2[CH:17]=[CH:18][CH:19]=[CH:20][CH:21]=2)[CH2:9][NH:8][CH2:12]1)[C:26]1[CH:27]=[CH:28][C:23]([F:22])=[CH:24][CH:25]=1)[C:31]1[CH:36]=[CH:35][CH:34]=[CH:33][CH:32]=1, predict the reactants needed to synthesize it. The reactants are: C(OC([N:8]1[CH2:12][C@H:11]([CH:13]=O)[C@@H:10]([CH2:15][C:16]2[CH:21]=[CH:20][CH:19]=[CH:18][CH:17]=2)[CH2:9]1)=O)(C)(C)C.[F:22][C:23]1[CH:28]=[CH:27][C:26]([NH2:29])=[CH:25][CH:24]=1.[CH2:30](Br)[C:31]1[CH:36]=[CH:35][CH:34]=[CH:33][CH:32]=1.CC#N.O. (4) Given the product [NH2:1][C:2]([C:5]([NH:7][C@@H:8]([C:19]([N:21]1[CH2:28][CH2:27][CH2:26][C@@H:22]1[C:23]([OH:25])=[O:24])=[O:20])[CH2:9][C:10]1[C:18]2[C:13](=[CH:14][CH:15]=[CH:16][CH:17]=2)[NH:12][CH:11]=1)=[O:6])([CH3:3])[CH3:4].[CH2:36]([N-:40][CH2:41][CH:42]([CH3:44])[CH3:43])[CH:37]([CH3:39])[CH3:38], predict the reactants needed to synthesize it. The reactants are: [NH:1](C(OC(C)(C)C)=O)[C:2]([C:5]([NH:7][C@@H:8]([C:19]([N:21]1[CH2:28][CH2:27][CH2:26][C@@H:22]1[C:23]([OH:25])=[O:24])=[O:20])[CH2:9][C:10]1[C:18]2[C:13](=[CH:14][CH:15]=[CH:16][CH:17]=2)[NH:12][CH:11]=1)=[O:6])([CH3:4])[CH3:3].[CH2:36]([N-:40][CH2:41][CH:42]([CH3:44])[CH3:43])[CH:37]([CH3:39])[CH3:38].CSC.C(S)CS.N[C@H](C(O)=O)CC1C2C(=CC=CC=2)NC=1.FC(F)(F)C(O)=O. (5) Given the product [CH:16]1([CH:2]([NH:22][C:23]2[CH:24]=[CH:25][C:26]([C:29]([N:31]([CH3:39])[CH2:32][CH2:33][C:34]([OH:36])=[O:35])=[O:30])=[CH:27][CH:28]=2)[C:3]2[CH:4]=[C:5]([C:9]3[CH:10]=[CH:11][C:12]([F:15])=[CH:48][N:49]=3)[O:6][C:7]=2[CH3:8])[CH2:17][CH2:18][CH2:19][CH2:20][CH2:21]1, predict the reactants needed to synthesize it. The reactants are: Cl[CH:2]([CH:16]1[CH2:21][CH2:20][CH2:19][CH2:18][CH2:17]1)[C:3]1[CH:4]=[C:5]([C:9]2[CH:10]=[CH:11][C:12]([F:15])=NC=2)[O:6][C:7]=1[CH3:8].[NH2:22][C:23]1[CH:28]=[CH:27][C:26]([C:29]([N:31]([CH3:39])[CH2:32][CH2:33][C:34]([O:36]CC)=[O:35])=[O:30])=[CH:25][CH:24]=1.C(=O)([O-])[O-].[Na+].[Na+].[I-].[Na+].[CH3:48][N:49](C)C(=O)C. (6) Given the product [CH:1]1([S:4]([C:7]2[CH:8]=[CH:9][C:10]([CH:13]([C:21]3[NH:25][C:24]([C:26]4[N:31]=[CH:30][C:29]([CH2:32][CH2:33][OH:34])=[CH:28][CH:27]=4)=[CH:23][CH:22]=3)[CH2:14][CH:15]3[CH2:16][CH2:17][O:18][CH2:19][CH2:20]3)=[CH:11][CH:12]=2)(=[O:6])=[O:5])[CH2:3][CH2:2]1, predict the reactants needed to synthesize it. The reactants are: [CH:1]1([S:4]([C:7]2[CH:12]=[CH:11][C:10]([CH:13]([C:21]3[NH:25][C:24]([C:26]4[N:31]=[CH:30][C:29]([CH2:32][C:33](OC)=[O:34])=[CH:28][CH:27]=4)=[CH:23][CH:22]=3)[CH2:14][CH:15]3[CH2:20][CH2:19][O:18][CH2:17][CH2:16]3)=[CH:9][CH:8]=2)(=[O:6])=[O:5])[CH2:3][CH2:2]1.O1CCCC1.CO.[BH4-].[Li+]. (7) Given the product [O:15]1[CH2:16][CH2:17][O:18][C:19]2[CH:24]=[C:23]([C:25]3[NH:6][C:4](=[O:5])[C:3]4[C:2](=[CH:10][C:9]([O:11][CH3:12])=[CH:8][C:7]=4[O:13][CH3:14])[N:1]=3)[CH:22]=[CH:21][C:20]1=2, predict the reactants needed to synthesize it. The reactants are: [NH2:1][C:2]1[CH:10]=[C:9]([O:11][CH3:12])[CH:8]=[C:7]([O:13][CH3:14])[C:3]=1[C:4]([NH2:6])=[O:5].[O:15]1[C:20]2[CH:21]=[CH:22][C:23]([CH:25]=O)=[CH:24][C:19]=2[O:18][CH2:17][CH2:16]1.COC1C=C(OC)C=C2C=1C(=O)NC(C1C=CC=CN=1)=N2.